Dataset: Forward reaction prediction with 1.9M reactions from USPTO patents (1976-2016). Task: Predict the product of the given reaction. Given the reactants [CH3:1][O:2][C:3]1[C:24]2[O:23][C:10]3[C:11](=[O:22])[N:12]([C@@H:14]([CH2:18][CH:19]([CH3:21])[CH3:20])[C:15](O)=[O:16])[CH2:13][C:9]=3[CH2:8][C:7]=2[C:6]([O:25][CH3:26])=[CH:5][CH:4]=1.[NH2:27][C:28]1[S:29][CH:30]=[CH:31][N:32]=1.ON1[C:38]2C=CC=[CH:42][C:37]=2N=N1, predict the reaction product. The product is: [CH:19]1([CH2:18][C@H:14]([N:12]2[CH2:13][C:9]3[CH2:8][C:7]4[C:6]([O:25][CH3:26])=[CH:5][CH:4]=[C:3]([O:2][CH3:1])[C:24]=4[O:23][C:10]=3[C:11]2=[O:22])[C:15]([NH:27][C:28]2[S:29][CH:30]=[CH:31][N:32]=2)=[O:16])[CH2:20][CH2:42][CH2:37][CH2:38][CH2:21]1.